Dataset: Reaction yield outcomes from USPTO patents with 853,638 reactions. Task: Predict the reaction yield, written as a fraction of the theoretical maximum amount of product (1.0 means a 100% yield; for example, 0.34 means a 34% yield). (1) The reactants are [Cl:1][C:2]1[CH:3]=[C:4]([CH2:9][C:10]([O:12][CH2:13][CH3:14])=[O:11])[CH:5]=[CH:6][C:7]=1[OH:8].C([O-])([O-])=O.[K+].[K+].Cl[CH2:22][C:23]1[CH:32]=[CH:31][C:30]2[C:25](=[CH:26][CH:27]=[CH:28][CH:29]=2)[N:24]=1. The catalyst is CN(C=O)C. The product is [Cl:1][C:2]1[CH:3]=[C:4]([CH2:9][C:10]([O:12][CH2:13][CH3:14])=[O:11])[CH:5]=[CH:6][C:7]=1[O:8][CH2:22][C:23]1[CH:32]=[CH:31][C:30]2[C:25](=[CH:26][CH:27]=[CH:28][CH:29]=2)[N:24]=1. The yield is 0.450. (2) The reactants are [Li]C(C)(C)C.Br[C:7]1[CH:8]=[C:9]([CH:18]=[C:19]([F:21])[CH:20]=1)[O:10][Si](C(C)(C)C)(C)C.[CH3:22][N:23]([CH2:25][CH:26]1[CH2:32][CH2:31][CH:30]2[CH:28]([CH2:29]2)[C:27]1=[O:33])[CH3:24].CCCC[N+](CCCC)(CCCC)CCCC.[F-]. The catalyst is C1COCC1.C(Cl)Cl. The product is [CH3:24][N:23]([CH2:25][CH:26]1[CH2:32][CH2:31][CH:30]2[CH:28]([CH2:29]2)[C:27]1([C:7]1[CH:8]=[C:9]([OH:10])[CH:18]=[C:19]([F:21])[CH:20]=1)[OH:33])[CH3:22]. The yield is 0.139. (3) The reactants are [Cl:1][C:2]1[CH:7]=[CH:6][C:5]([NH:8][C:9]([CH:11]2[CH2:16]C(=O)[CH2:14][N:13]([C:18]([O:20][C:21]([CH3:24])([CH3:23])[CH3:22])=[O:19])[CH2:12]2)=[O:10])=[CH:4][CH:3]=1.[CH:25]([O:30][CH3:31])([O:28][CH3:29])OC.C1(C)C=CC(S(O)(=O)=O)=CC=1.ClCCl. The catalyst is CO. The product is [Cl:1][C:2]1[CH:3]=[CH:4][C:5]([NH:8][C:9]([CH:11]2[CH2:12][N:13]([C:18]([O:20][C:21]([CH3:22])([CH3:24])[CH3:23])=[O:19])[CH2:14][C:25]([O:28][CH3:29])([O:30][CH3:31])[CH2:16]2)=[O:10])=[CH:6][CH:7]=1. The yield is 0.330. (4) The reactants are C([O-])([O-])=O.[K+].[K+].[CH2:7]([O:9][C:10]([C:12]1[C:13]([OH:27])=[N:14][C:15]2[C:20]([C:21]=1[CH3:22])=[CH:19][CH:18]=[C:17]([C:23]([F:26])([F:25])[F:24])[CH:16]=2)=[O:11])[CH3:8].I[CH2:29][CH3:30].CCOC(C)=O.CCCCCC. The catalyst is CN(C=O)C.O.CCOC(C)=O. The product is [CH2:7]([O:9][C:10]([C:12]1[C:13]([O:27][CH2:29][CH3:30])=[N:14][C:15]2[C:20]([C:21]=1[CH3:22])=[CH:19][CH:18]=[C:17]([C:23]([F:24])([F:25])[F:26])[CH:16]=2)=[O:11])[CH3:8]. The yield is 0.220. (5) The reactants are Cl.[NH:2]1[CH2:7][CH2:6][CH:5]([C:8]2[C:9](=[O:18])[NH:10][C:11]3[C:16]([CH:17]=2)=[CH:15][CH:14]=[CH:13][CH:12]=3)[CH2:4][CH2:3]1.[CH3:19][C:20]([CH3:58])([CH3:57])[CH2:21][N:22]1[CH2:35][C:27]2[C:28]3[CH:29]=[N:30][NH:31][C:32]=3[CH:33]=[CH:34][C:26]=2[CH2:25][C@H:24]([CH2:36][C:37](=[O:55])N2CCC(N3CC4C(=CC=CC=4)NC3=O)CC2)[C:23]1=[O:56]. No catalyst specified. The product is [CH2:21]([N:22]1[C:23](=[O:56])[C@H:24]([CH2:36][C:37](=[O:55])[N:2]2[CH2:3][CH2:4][CH:5]([C:8]3[C:9](=[O:18])[NH:10][C:11]4[C:16]([CH:17]=3)=[CH:15][CH:14]=[CH:13][CH:12]=4)[CH2:6][CH2:7]2)[CH2:25][C:26]2[CH:34]=[CH:33][C:32]3[NH:31][N:30]=[CH:29][C:28]=3[C:27]=2[CH2:35]1)[C:20]([CH3:58])([CH3:57])[CH3:19]. The yield is 0.310. (6) The reactants are [C:1]([O:10][C:11]([CH3:14])([CH3:13])[CH3:12])(=[O:9])[C:2]1[C:3](=[CH:5][CH:6]=[CH:7][CH:8]=1)[OH:4].[N+](C1C=C(S(O[CH2:28][C@@H:29]2[CH2:31][O:30]2)(=O)=O)C=CC=1)([O-])=O.C(=O)([O-])[O-].[Cs+].[Cs+]. The catalyst is CN(C)C=O. The product is [O:30]1[CH2:31][C@H:29]1[CH2:28][O:4][C:3]1[CH:5]=[CH:6][CH:7]=[CH:8][C:2]=1[C:1]([O:10][C:11]([CH3:14])([CH3:13])[CH3:12])=[O:9]. The yield is 0.890.